This data is from Reaction yield outcomes from USPTO patents with 853,638 reactions. The task is: Predict the reaction yield, written as a fraction of the theoretical maximum amount of product (1.0 means a 100% yield; for example, 0.34 means a 34% yield). (1) The reactants are [NH2:1][C:2]1[C:3]2[N:4]([C:8]([C@H:25]3[CH2:30][CH2:29][C@H:28]([C:31](O)=[O:32])[CH2:27][CH2:26]3)=[N:9][C:10]=2[C:11]2[CH:16]=[CH:15][CH:14]=[C:13]([O:17][CH2:18][C:19]3[CH:24]=[CH:23][CH:22]=[CH:21][CH:20]=3)[CH:12]=2)[CH:5]=[CH:6][N:7]=1.Cl.CN.C[CH2:38][N:39](C(C)C)C(C)C.C1C=NC2N(O)N=NC=2C=1.C(Cl)CCl. The catalyst is CN(C=O)C. The product is [CH3:38][NH:39][C:31]([C@H:28]1[CH2:29][CH2:30][C@H:25]([C:8]2[N:4]3[CH:5]=[CH:6][N:7]=[C:2]([NH2:1])[C:3]3=[C:10]([C:11]3[CH:16]=[CH:15][CH:14]=[C:13]([O:17][CH2:18][C:19]4[CH:24]=[CH:23][CH:22]=[CH:21][CH:20]=4)[CH:12]=3)[N:9]=2)[CH2:26][CH2:27]1)=[O:32]. The yield is 0.570. (2) The reactants are C(N([CH2:6][CH3:7])CC)C.[C:8](OC(=O)C)(=[O:10])[CH3:9].[NH2:15][C@:16]([CH3:28])([CH2:19][CH2:20][C:21]1[N:22]([CH2:26][CH3:27])[CH:23]=[CH:24][CH:25]=1)[CH2:17][OH:18].[OH2:29]. The catalyst is CN(C)C1C=CN=CC=1.C(Cl)Cl. The product is [C:8]([O:18][CH2:17][C@@:16]([NH:15][C:6](=[O:29])[CH3:7])([CH3:28])[CH2:19][CH2:20][C:21]1[N:22]([CH2:26][CH3:27])[CH:23]=[CH:24][CH:25]=1)(=[O:10])[CH3:9]. The yield is 0.960. (3) The reactants are [F:1][C:2]1[CH:7]=[CH:6][C:5]([C:8]2[O:28][C:11]3=[N:12][C:13](/[CH:25]=[CH:26]/[CH3:27])=[C:14]([C:16]4[CH:17]=[C:18]([CH:22]=[CH:23][CH:24]=4)[C:19]([OH:21])=[O:20])[CH:15]=[C:10]3[C:9]=2[C:29](=[O:32])[NH:30][CH3:31])=[CH:4][CH:3]=1. The catalyst is [Pd].C1COCC1.CO.CCOC(C)=O.CC(O)=O. The product is [F:1][C:2]1[CH:3]=[CH:4][C:5]([C:8]2[O:28][C:11]3=[N:12][C:13]([CH2:25][CH2:26][CH3:27])=[C:14]([C:16]4[CH:17]=[C:18]([CH:22]=[CH:23][CH:24]=4)[C:19]([OH:21])=[O:20])[CH:15]=[C:10]3[C:9]=2[C:29](=[O:32])[NH:30][CH3:31])=[CH:6][CH:7]=1. The yield is 0.960.